From a dataset of Full USPTO retrosynthesis dataset with 1.9M reactions from patents (1976-2016). Predict the reactants needed to synthesize the given product. Given the product [C:29]1(=[C:43]([C:41]2[O:40][N:39]=[C:38]([C:37]([F:46])([F:36])[F:47])[N:42]=2)[C:44]#[N:45])[CH2:34][CH2:33][CH2:32][CH2:31][CH2:30]1, predict the reactants needed to synthesize it. The reactants are: C1(C2N=C(C3C4CCCCC=4SC=3NC(N3CCC[C@@H]3C(O)=O)=O)ON=2)CC1.[C:29]1(=O)[CH2:34][CH2:33][CH2:32][CH2:31][CH2:30]1.[F:36][C:37]([F:47])([F:46])[C:38]1[N:42]=[C:41]([CH2:43][C:44]#[N:45])[O:40][N:39]=1.